Dataset: TCR-epitope binding with 47,182 pairs between 192 epitopes and 23,139 TCRs. Task: Binary Classification. Given a T-cell receptor sequence (or CDR3 region) and an epitope sequence, predict whether binding occurs between them. The epitope is RPHERNGFTVL. The TCR CDR3 sequence is CASSQDGGGALETQYF. Result: 0 (the TCR does not bind to the epitope).